This data is from Full USPTO retrosynthesis dataset with 1.9M reactions from patents (1976-2016). The task is: Predict the reactants needed to synthesize the given product. (1) The reactants are: [C:1]([C:5]1[CH:6]=[C:7]([C:14](=[O:16])[CH3:15])[CH:8]=[C:9]([OH:13])[C:10]=1[O:11][CH3:12])([CH3:4])([CH3:3])[CH3:2].Br[CH2:18][CH2:19][O:20][CH:21]1[CH2:26][CH2:25][CH2:24][CH2:23][O:22]1. Given the product [C:1]([C:5]1[CH:6]=[C:7]([C:14](=[O:16])[CH3:15])[CH:8]=[C:9]([O:13][CH2:18][CH2:19][O:20][CH:21]2[CH2:26][CH2:25][CH2:24][CH2:23][O:22]2)[C:10]=1[O:11][CH3:12])([CH3:4])([CH3:2])[CH3:3], predict the reactants needed to synthesize it. (2) Given the product [CH3:19][C:2]1([O:1][Si:26]([CH3:28])([CH3:27])[CH3:25])[CH:3]([CH3:18])[O:4][CH:5]([C:9]2[CH:14]=[CH:13][N:12]=[CH:11][C:10]=2[N+:15]([O-:17])=[O:16])[CH:6]=[C:7]1[O:8][Si:21]([CH3:24])([CH3:23])[CH3:22], predict the reactants needed to synthesize it. The reactants are: [OH:1][C:2]1([CH3:19])[C:7](=[O:8])[CH2:6][CH:5]([C:9]2[CH:14]=[CH:13][N:12]=[CH:11][C:10]=2[N+:15]([O-:17])=[O:16])[O:4][CH:3]1[CH3:18].Cl[Si:21]([CH3:24])([CH3:23])[CH3:22].[CH3:25][Si:26]([N-][Si:26]([CH3:28])([CH3:27])[CH3:25])([CH3:28])[CH3:27].[K+].C(=O)(O)[O-].[Na+]. (3) Given the product [CH3:37][N:38]([CH3:39])[CH2:7][C:8]#[C:9][C:10]1[CH:15]=[CH:14][C:13]([S:16]([NH:19][CH2:20][C:21]2[CH:35]=[CH:34][C:24]([C:25]([NH:27][C:28]3[CH:29]=[N:30][CH:31]=[CH:32][CH:33]=3)=[O:26])=[CH:23][CH:22]=2)(=[O:18])=[O:17])=[CH:12][CH:11]=1, predict the reactants needed to synthesize it. The reactants are: CS(Cl)(=O)=O.O[CH2:7][C:8]#[C:9][C:10]1[CH:15]=[CH:14][C:13]([S:16]([NH:19][CH2:20][C:21]2[CH:35]=[CH:34][C:24]([C:25]([NH:27][C:28]3[CH:29]=[N:30][CH:31]=[CH:32][CH:33]=3)=[O:26])=[CH:23][CH:22]=2)(=[O:18])=[O:17])=[CH:12][CH:11]=1.C[CH2:37][N:38](CC)[CH2:39]C.CNC.S([O-])(=O)(=O)C. (4) Given the product [CH3:1][C:2]1[N:6]([C@H:7]2[CH2:13][C@H:12]3[N:14]([CH2:15][CH2:16][C@H:17]([NH:24][C:25]([CH:27]4[CH2:28][CH2:29][C:30]([F:34])([F:33])[CH2:31][CH2:32]4)=[O:26])[C:18]4[CH:23]=[CH:22][CH:21]=[CH:20][CH:19]=4)[C@H:9]([CH2:10][CH2:11]3)[CH2:8]2)[C:5]([CH:35]([CH3:37])[CH3:36])=[N:4][N:3]=1.[P:38]([O-:42])([O-:41])([O-:40])=[O:39], predict the reactants needed to synthesize it. The reactants are: [CH3:1][C:2]1[N:6]([C@H:7]2[CH2:13][C@H:12]3[N:14]([CH2:15][CH2:16][C@H:17]([NH:24][C:25]([CH:27]4[CH2:32][CH2:31][C:30]([F:34])([F:33])[CH2:29][CH2:28]4)=[O:26])[C:18]4[CH:19]=[CH:20][CH:21]=[CH:22][CH:23]=4)[C@H:9]([CH2:10][CH2:11]3)[CH2:8]2)[C:5]([CH:35]([CH3:37])[CH3:36])=[N:4][N:3]=1.[P:38](=[O:42])([OH:41])([OH:40])[OH:39]. (5) Given the product [F:30][C:31]([F:33])([F:32])[S:6][CH2:9][CH2:10][CH2:11][CH2:12][CH2:13][CH2:14][O:15][C:16]1[CH:21]=[C:20]([S:22][CH2:23][C:24]([F:27])([F:25])[F:26])[C:19]([CH3:28])=[CH:18][C:17]=1[CH3:29], predict the reactants needed to synthesize it. The reactants are: O1CCCC1.[S:6]([CH2:9][CH2:10][CH2:11][CH2:12][CH2:13][CH2:14][O:15][C:16]1[CH:21]=[C:20]([S:22][CH2:23][C:24]([F:27])([F:26])[F:25])[C:19]([CH3:28])=[CH:18][C:17]=1[CH3:29])C#N.[F:30][C:31]([Si](C)(C)C)([F:33])[F:32].[F-].C([N+](CCCC)(CCCC)CCCC)CCC.